From a dataset of Peptide-MHC class I binding affinity with 185,985 pairs from IEDB/IMGT. Regression. Given a peptide amino acid sequence and an MHC pseudo amino acid sequence, predict their binding affinity value. This is MHC class I binding data. (1) The peptide sequence is MIAGVFFTF. The MHC is HLA-A02:06 with pseudo-sequence HLA-A02:06. The binding affinity (normalized) is 0.572. (2) The peptide sequence is DPKKTGGPI. The MHC is HLA-A68:02 with pseudo-sequence HLA-A68:02. The binding affinity (normalized) is 0.0847. (3) The peptide sequence is RSEVELCIY. The MHC is HLA-A03:01 with pseudo-sequence HLA-A03:01. The binding affinity (normalized) is 0.0847. (4) The peptide sequence is ITEVDRIEA. The MHC is HLA-A01:01 with pseudo-sequence HLA-A01:01. The binding affinity (normalized) is 0.220. (5) The peptide sequence is KSSSIDVDK. The MHC is HLA-A31:01 with pseudo-sequence HLA-A31:01. The binding affinity (normalized) is 0.0962. (6) The peptide sequence is VVFTLPVL. The MHC is H-2-Db with pseudo-sequence H-2-Db. The binding affinity (normalized) is 0.360. (7) The peptide sequence is LLYDGSFAV. The MHC is HLA-A69:01 with pseudo-sequence HLA-A69:01. The binding affinity (normalized) is 0.856.